Dataset: Reaction yield outcomes from USPTO patents with 853,638 reactions. Task: Predict the reaction yield, written as a fraction of the theoretical maximum amount of product (1.0 means a 100% yield; for example, 0.34 means a 34% yield). (1) The reactants are [CH3:1][O:2][C:3]([NH:5][C@H:6]([C:10]([N:12]1[C@@H:16]([CH3:17])[CH2:15][CH2:14][C@H:13]1[C:18]1[NH:22][C:21]2[C:23]3[C:28]([CH:29]=[CH:30][C:20]=2[N:19]=1)=[CH:27][C:26]1[C:31]2[C:36]([CH2:37][O:38][C:25]=1[CH:24]=3)=[CH:35][C:34]([C:39]1[NH:43][C:42]([C@@H:44]3[CH2:48][C@H:47]([CH2:49][O:50][CH3:51])[CH2:46][N:45]3[C:52]([O:54]C(C)(C)C)=O)=[N:41][CH:40]=1)=[CH:33][CH:32]=2)=[O:11])[CH:7]([CH3:9])[CH3:8])=[O:4].[CH3:59][O:60][C:61]([NH:63][C@H:64]([C:68]1[CH:73]=[CH:72][CH:71]=[CH:70][CH:69]=1)C(O)=O)=[O:62].CCOC(C(C#N)=NOC(N1CCOCC1)=[N+](C)C)=O.F[P-](F)(F)(F)(F)F.C(N(C(C)C)CC)(C)C. The catalyst is Cl.CCO. The product is [CH3:59][O:60][C:61]([NH:63][C@H:64]([C:68]1[CH:73]=[CH:72][CH:71]=[CH:70][CH:69]=1)[C:52]([N:45]1[CH2:46][C@@H:47]([CH2:49][O:50][CH3:51])[CH2:48][C@H:44]1[C:42]1[NH:43][C:39]([C:34]2[CH:35]=[C:36]3[CH2:37][O:38][C:25]4[CH:24]=[C:23]5[C:28]([CH:29]=[CH:30][C:20]6[N:19]=[C:18]([C@@H:13]7[CH2:14][CH2:15][C@H:16]([CH3:17])[N:12]7[C:10](=[O:11])[C@@H:6]([NH:5][C:3](=[O:4])[O:2][CH3:1])[CH:7]([CH3:9])[CH3:8])[NH:22][C:21]=65)=[CH:27][C:26]=4[C:31]3=[CH:32][CH:33]=2)=[CH:40][N:41]=1)=[O:54])=[O:62]. The yield is 0.390. (2) The reactants are [C:1]([O:5][C:6]([N:8]1[CH:12]=[CH:11][C:10]([CH2:13][CH2:14][CH2:15][C:16]([OH:18])=[O:17])=[N:9]1)=[O:7])([CH3:4])([CH3:3])[CH3:2].C(=O)([O-])[O-].[K+].[K+].[CH2:25](Br)[C:26]1[CH:31]=[CH:30][CH:29]=[CH:28][CH:27]=1. The catalyst is CN(C=O)C. The product is [CH2:25]([O:17][C:16](=[O:18])[CH2:15][CH2:14][CH2:13][C:10]1[CH:11]=[CH:12][N:8]([C:6]([O:5][C:1]([CH3:4])([CH3:2])[CH3:3])=[O:7])[N:9]=1)[C:26]1[CH:31]=[CH:30][CH:29]=[CH:28][CH:27]=1. The yield is 0.684. (3) The reactants are Br[C:2]1[CH:7]=[CH:6][C:5]([S:8]([N:11]([C:13]2[CH:18]=[CH:17][CH:16]=[C:15]([O:19][CH3:20])[CH:14]=2)[CH3:12])(=[O:10])=[O:9])=[CH:4][CH:3]=1.Br[C:22]1[CH:29]=[CH:28][C:25]([CH:26]=[O:27])=[CH:24][CH:23]=1.OCC1SC(B(O)O)=CC=1. No catalyst specified. The product is [CH:26]([C:25]1[CH:28]=[CH:29][C:22]([C:2]2[CH:7]=[CH:6][C:5]([S:8]([N:11]([C:13]3[CH:18]=[CH:17][CH:16]=[C:15]([O:19][CH3:20])[CH:14]=3)[CH3:12])(=[O:10])=[O:9])=[CH:4][CH:3]=2)=[CH:23][CH:24]=1)=[O:27]. The yield is 0.730. (4) The reactants are [NH2:1][C:2]1[N:7]=[CH:6][N:5]=[C:4]2[N:8]([CH:12]([C:14]3[O:15][C:16]4[C:21]([C:22](=[O:30])[C:23]=3[C:24]3[CH:29]=[CH:28][CH:27]=[CH:26][CH:25]=3)=[CH:20][CH:19]=[CH:18][CH:17]=4)[CH3:13])[N:9]=[C:10](I)[C:3]=12.C([N:38]1[CH:42]=[C:41](B2OC(C)(C)C(C)(C)O2)[CH:40]=[N:39]1)(OC(C)(C)C)=O.C(=O)([O-])[O-].[Na+].[Na+].ClCCl. The catalyst is CN(C=O)C.C(O)C.O.[Pd]. The product is [NH2:1][C:2]1[N:7]=[CH:6][N:5]=[C:4]2[N:8]([CH:12]([C:14]3[O:15][C:16]4[C:21]([C:22](=[O:30])[C:23]=3[C:24]3[CH:29]=[CH:28][CH:27]=[CH:26][CH:25]=3)=[CH:20][CH:19]=[CH:18][CH:17]=4)[CH3:13])[N:9]=[C:10]([C:41]3[CH:42]=[N:38][NH:39][CH:40]=3)[C:3]=12. The yield is 0.190. (5) The reactants are [F:1][C:2]1[CH:7]=[CH:6][C:5]([O:8][C:9](=[O:25])[N:10]([C@H:13]2[C@H:17]([C:18]3[CH:23]=[CH:22][C:21]([Cl:24])=[CH:20][CH:19]=3)[CH2:16][NH:15][CH2:14]2)[CH2:11][CH3:12])=[CH:4][CH:3]=1.[F:26][C:27]([F:44])([F:43])[C:28]1[CH:29]=[CH:30][C:31]([N:34]2[CH2:39][CH2:38][CH:37]([C:40](O)=[O:41])[CH2:36][CH2:35]2)=[N:32][CH:33]=1.CN(C(ON1N=NC2C=CC=NC1=2)=[N+](C)C)C.F[P-](F)(F)(F)(F)F.CCN(C(C)C)C(C)C. The catalyst is CN(C=O)C. The product is [F:1][C:2]1[CH:7]=[CH:6][C:5]([O:8][C:9](=[O:25])[N:10]([C@H:13]2[C@H:17]([C:18]3[CH:19]=[CH:20][C:21]([Cl:24])=[CH:22][CH:23]=3)[CH2:16][N:15]([C:40]([CH:37]3[CH2:38][CH2:39][N:34]([C:31]4[CH:30]=[CH:29][C:28]([C:27]([F:44])([F:26])[F:43])=[CH:33][N:32]=4)[CH2:35][CH2:36]3)=[O:41])[CH2:14]2)[CH2:11][CH3:12])=[CH:4][CH:3]=1. The yield is 0.660. (6) The reactants are Cl[C:2]1[NH:3][C:4]([C:12]2[CH:17]=[CH:16][CH:15]=[CH:14][CH:13]=2)=[C:5]([F:11])[C:6]=1[C:7]([O:9][CH3:10])=[O:8].C(N(CC)CC)C. The catalyst is CO.[C].[Pd]. The product is [F:11][C:5]1[C:6]([C:7]([O:9][CH3:10])=[O:8])=[CH:2][NH:3][C:4]=1[C:12]1[CH:17]=[CH:16][CH:15]=[CH:14][CH:13]=1. The yield is 0.870. (7) The reactants are [CH2:1]1[CH2:6][C@H:5]([C:7]([OH:9])=[O:8])[CH2:4][CH2:3][C@H:2]1[CH2:10][NH2:11].[CH3:12][CH:13]([CH3:33])[CH2:14][C:15]([O:17][CH:18]([O:22][C:23](ON1C(=O)CCC1=O)=[O:24])[CH:19]([CH3:21])[CH3:20])=[O:16]. The product is [CH3:12][CH:13]([CH3:33])[CH2:14][C:15]([O:17][CH:18]([O:22][C:23]([NH:11][CH2:10][C@H:2]1[CH2:3][CH2:4][C@H:5]([C:7]([OH:9])=[O:8])[CH2:6][CH2:1]1)=[O:24])[CH:19]([CH3:20])[CH3:21])=[O:16]. The catalyst is CC(OC)(C)C.CC(C)=O.O. The yield is 0.120.